Task: Predict the reaction yield, written as a fraction of the theoretical maximum amount of product (1.0 means a 100% yield; for example, 0.34 means a 34% yield).. Dataset: Reaction yield outcomes from USPTO patents with 853,638 reactions (1) The reactants are [C:1]([C:5]1[CH:6]=[C:7]2[C:12](=[CH:13][CH:14]=1)[N:11]=[C:10]1[S:15][C:16]([C:18](O)=[O:19])=[CH:17][C:9]1=[CH:8]2)([CH3:4])([CH3:3])[CH3:2].[C:21]([O:25][C:26](=[O:31])[NH:27][CH2:28][CH2:29][NH2:30])([CH3:24])([CH3:23])[CH3:22].C(N(CC)CC)C. The catalyst is S(Cl)(Cl)=O.C(Cl)Cl.CN(C=O)C.C(Cl)Cl. The product is [C:21]([O:25][C:26](=[O:31])[NH:27][CH2:28][CH2:29][NH:30][C:18]([C:16]1[S:15][C:10]2=[N:11][C:12]3[C:7]([CH:8]=[C:9]2[CH:17]=1)=[CH:6][C:5]([C:1]([CH3:2])([CH3:4])[CH3:3])=[CH:14][CH:13]=3)=[O:19])([CH3:24])([CH3:22])[CH3:23]. The yield is 0.780. (2) The reactants are [NH2:1][CH2:2][CH2:3][CH2:4][CH2:5][CH2:6][C:7]([N:9]1[CH2:13][CH:12]([OH:14])[CH2:11][CH:10]1[CH:15]([C:34]1[CH:39]=[CH:38][CH:37]=[CH:36][CH:35]=1)[O:16][CH:17]([C:26]1[CH:31]=[CH:30][C:29]([O:32][CH3:33])=[CH:28][CH:27]=1)[C:18]1[CH:23]=[CH:22][C:21]([O:24][CH3:25])=[CH:20][CH:19]=1)=[O:8].C(N([CH2:45][CH3:46])CC)C.[CH3:47][C@@H:48]([C@@H:55]1[C@@:59]2([CH3:77])[CH2:60][CH2:61][CH:62]3[C@@:67]4([CH3:76])[CH2:68][CH2:69][CH:70]([O:72][C:73](Cl)=[O:74])[CH2:71][C:66]4=[CH:65][CH2:64][CH:63]3[CH:58]2[CH2:57][CH2:56]1)CCCC(C)C.CO.C(Cl)(Cl)Cl. The catalyst is ClCCl. The product is [CH3:76][C:67]12[CH2:68][CH2:69][CH:70]([O:72][C:73](=[O:74])[NH:1][CH2:2][CH2:3][CH2:4][CH2:5][CH2:6][C:7]([N:9]3[CH2:13][CH:12]([OH:14])[CH2:11][CH:10]3[CH:15]([C:34]3[CH:39]=[CH:38][CH:37]=[CH:36][CH:35]=3)[O:16][CH:17]([C:26]3[CH:31]=[CH:30][C:29]([O:32][CH3:33])=[CH:28][CH:27]=3)[C:18]3[CH:23]=[CH:22][C:21]([O:24][CH3:25])=[CH:20][CH:19]=3)=[O:8])[CH2:71][C:66]1=[CH:65][CH2:64][CH:63]1[CH:62]2[CH2:61][CH2:60][C:59]2([CH3:77])[CH:58]1[CH2:57][CH2:56][CH:55]2[CH2:48][CH2:47][CH2:2][CH2:3][CH2:4][CH2:5][CH2:45][CH3:46]. The yield is 0.930. (3) The yield is 0.330. The catalyst is C(O)C. The product is [NH2:1][C:2]1[N:3]=[C:4]([CH3:21])[C:5]2[CH:11]=[C:10]([C:25]3[CH:24]=[CH:23][NH:27][N:26]=3)[C:9](=[O:13])[N:8]([C@H:14]3[CH2:19][CH2:18][C@H:17]([OH:20])[CH2:16][CH2:15]3)[C:6]=2[N:7]=1. The reactants are [NH2:1][C:2]1[N:3]=[C:4]([CH3:21])[C:5]2[CH:11]=[C:10](Br)[C:9](=[O:13])[N:8]([C@H:14]3[CH2:19][CH2:18][C@H:17]([OH:20])[CH2:16][CH2:15]3)[C:6]=2[N:7]=1.[B-](F)(F)(F)[C:23]1[NH:27][N:26]=[CH:25][CH:24]=1.[K+].C(N(CC)CC)C. (4) The reactants are [CH3:1][C:2]([Si:5](Cl)([CH3:7])[CH3:6])([CH3:4])[CH3:3].[CH3:9][O:10][C:11](=[O:29])[CH:12]([NH:21][C:22]([O:24][C:25]([CH3:28])([CH3:27])[CH3:26])=[O:23])[CH2:13][CH:14]1[CH2:19][CH2:18][CH:17]([OH:20])[CH2:16][CH2:15]1.N1C=CN=C1. The catalyst is ClCCl. The product is [CH3:9][O:10][C:11]([C@@H:12]([NH:21][C:22](=[O:23])[O:24][C:25]([CH3:27])([CH3:26])[CH3:28])[CH2:13][CH:14]1[CH2:19][CH2:18][CH:17]([O:20][Si:5]([C:2]([CH3:4])([CH3:3])[CH3:1])([CH3:7])[CH3:6])[CH2:16][CH2:15]1)=[O:29]. The yield is 0.910.